Binary Classification. Given a drug SMILES string, predict its activity (active/inactive) in a high-throughput screening assay against a specified biological target. From a dataset of Cav3 T-type calcium channel HTS with 100,875 compounds. The compound is S1C(C(C)C(OC)=O)C(=O)Nc2c1cccc2. The result is 0 (inactive).